This data is from Full USPTO retrosynthesis dataset with 1.9M reactions from patents (1976-2016). The task is: Predict the reactants needed to synthesize the given product. (1) Given the product [CH3:11][C@@H:12]([NH:22][CH2:23][C@H:24]([OH:35])[C:25]1[CH:26]=[CH:27][C:28]([OH:34])=[C:29]([NH:31][CH:32]=[O:33])[CH:30]=1)[CH2:13][C:14]1[CH:15]=[CH:16][C:17]([O:20][CH3:21])=[CH:18][CH:19]=1.[C:6]([C@@H:4]([C@H:2]([C:1]([O-:10])=[O:9])[OH:3])[OH:5])([O-:8])=[O:7], predict the reactants needed to synthesize it. The reactants are: [C:1]([OH:10])(=[O:9])[C@@H:2]([C@H:4]([C:6]([OH:8])=[O:7])[OH:5])[OH:3].[CH3:11][C@@H:12]([NH:22][CH2:23][C@H:24]([OH:35])[C:25]1[CH:26]=[CH:27][C:28]([OH:34])=[C:29]([NH:31][CH:32]=[O:33])[CH:30]=1)[CH2:13][C:14]1[CH:15]=[CH:16][C:17]([O:20][CH3:21])=[CH:18][CH:19]=1. (2) Given the product [BrH:13].[CH3:14][O:9][C:8](=[O:10])[C@@H:7]([NH2:6])[CH2:11][CH2:12][Br:13], predict the reactants needed to synthesize it. The reactants are: O=S(Cl)Cl.Br.[NH2:6][CH:7]([CH2:11][CH2:12][Br:13])[C:8]([OH:10])=[O:9].[CH3:14]O. (3) Given the product [C:36]1([C:41]2[CH:46]=[CH:45][CH:44]=[CH:43][CH:42]=2)[CH:37]=[CH:38][CH:39]=[CH:40][C:35]=1[NH:34][C:32]([NH:31][C:27]1[CH:28]=[CH:29][CH:30]=[C:25]([CH2:24][CH:23]([NH:22][CH2:21][C@H:20]([OH:48])[C:12]2[CH:11]=[CH:10][C:9]([OH:8])=[C:18]3[C:13]=2[CH:14]=[CH:15][C:16](=[O:19])[NH:17]3)[CH3:47])[CH:26]=1)=[O:33], predict the reactants needed to synthesize it. The reactants are: C([O:8][C:9]1[CH:10]=[CH:11][C:12]([C@@H:20]([OH:48])[CH2:21][NH:22][CH:23]([CH3:47])[CH2:24][C:25]2[CH:26]=[C:27]([NH:31][C:32]([NH:34][C:35]3[CH:40]=[CH:39][CH:38]=[CH:37][C:36]=3[C:41]3[CH:46]=[CH:45][CH:44]=[CH:43][CH:42]=3)=[O:33])[CH:28]=[CH:29][CH:30]=2)=[C:13]2[C:18]=1[NH:17][C:16](=[O:19])[CH:15]=[CH:14]2)C1C=CC=CC=1. (4) Given the product [O:31]1[CH2:32][CH2:33][O:34][CH:30]1[C:25]1[CH:26]=[CH:27][CH:28]=[CH:29][C:24]=1[CH2:23][N:12]1[C:13]2[CH:17]=[CH:16][NH:15][C:14]=2[C:1](=[O:8])[NH:9][C:10]1=[S:11], predict the reactants needed to synthesize it. The reactants are: [C:1]([NH:9][C:10]([N:12]([CH2:23][C:24]1[CH:29]=[CH:28][CH:27]=[CH:26][C:25]=1[CH:30]1[O:34][CH2:33][CH2:32][O:31]1)[C:13]1[CH:17]=[CH:16][NH:15][C:14]=1C(OCC)=O)=[S:11])(=[O:8])C1C=CC=CC=1.[OH-].[Na+]. (5) Given the product [O:1]=[C:2]1[CH2:9][CH2:8][C:5]2([CH2:6][CH2:7]2)[CH2:4][CH:3]1[C:10]#[N:11], predict the reactants needed to synthesize it. The reactants are: [O:1]=[C:2]1[CH2:9][CH2:8][C:5]2([CH2:7][CH2:6]2)[CH:4]=[C:3]1[C:10]#[N:11].N#N. (6) Given the product [CH3:1][N:2]([CH:3]1[CH2:8][CH2:7][C:6]([C:9]2[C:13]3=[N:14][CH:15]=[CH:16][CH:17]=[C:12]3[NH:11][CH:10]=2)=[CH:5][CH2:4]1)[C:23](=[O:24])[O:22][C:18]([CH3:21])([CH3:20])[CH3:19], predict the reactants needed to synthesize it. The reactants are: [CH3:1][NH:2][CH:3]1[CH2:8][CH2:7][C:6]([C:9]2[C:13]3=[N:14][CH:15]=[CH:16][CH:17]=[C:12]3[NH:11][CH:10]=2)=[CH:5][CH2:4]1.[C:18]([O:22][C:23](O[C:23]([O:22][C:18]([CH3:21])([CH3:20])[CH3:19])=[O:24])=[O:24])([CH3:21])([CH3:20])[CH3:19].C(N(CC)CC)C.